From a dataset of Forward reaction prediction with 1.9M reactions from USPTO patents (1976-2016). Predict the product of the given reaction. (1) Given the reactants [CH:1]([Mg]Br)=[CH2:2].B(F)(F)F.[Cl:9][C:10]1[CH:19]=[CH:18][C:17]2[CH:16](OC)[N:15]([C:22]([O:24][CH3:25])=[O:23])[CH2:14][CH2:13][C:12]=2[N:11]=1, predict the reaction product. The product is: [Cl:9][C:10]1[CH:19]=[CH:18][C:17]2[CH:16]([CH:1]=[CH2:2])[N:15]([C:22]([O:24][CH3:25])=[O:23])[CH2:14][CH2:13][C:12]=2[N:11]=1. (2) Given the reactants [N:1]1[C:6]2[NH:7][CH:8]=[CH:9][C:5]=2[C:4]([C:10]2[CH:11]=[N:12][N:13]([C@@H:15]([CH:19]3[CH2:23][CH2:22][CH2:21][CH2:20]3)[CH2:16][C:17]#[N:18])[CH:14]=2)=[N:3][CH:2]=1.[P:24](=[O:28])([OH:27])([OH:26])[OH:25], predict the reaction product. The product is: [P:24]([OH:28])([OH:27])([OH:26])=[O:25].[N:1]1[C:6]2[NH:7][CH:8]=[CH:9][C:5]=2[C:4]([C:10]2[CH:11]=[N:12][N:13]([C@@H:15]([CH:19]3[CH2:23][CH2:22][CH2:21][CH2:20]3)[CH2:16][C:17]#[N:18])[CH:14]=2)=[N:3][CH:2]=1.